From a dataset of Forward reaction prediction with 1.9M reactions from USPTO patents (1976-2016). Predict the product of the given reaction. (1) Given the reactants CC1C=CC(S(O[CH2:12][CH:13]2[O:18][C:17]3[CH:19]=[C:20]([F:24])[CH:21]=[C:22]([F:23])[C:16]=3[O:15][CH2:14]2)(=O)=O)=CC=1.[CH3:25][CH:26]([CH3:29])[CH2:27][NH2:28], predict the reaction product. The product is: [F:23][C:22]1[C:16]2[O:15][CH2:14][CH:13]([CH2:12][NH:28][CH2:27][CH:26]([CH3:29])[CH3:25])[O:18][C:17]=2[CH:19]=[C:20]([F:24])[CH:21]=1. (2) Given the reactants [C:1]([O:4][C@@H:5]1[C@@H:10]([O:11][CH2:12][C:13]2[CH:18]=[CH:17][CH:16]=[CH:15][CH:14]=2)[C@@H:9]([O:19][CH2:20][C:21]2[CH:26]=[CH:25][CH:24]=[CH:23][CH:22]=2)[C@@H:8]([CH2:27][O:28][CH2:29][C:30]2[CH:35]=[CH:34][CH:33]=[CH:32][CH:31]=2)[O:7][C@H:6]1[O:36][C@@H:37]1[C@@H:66]([CH2:67][O:68][CH2:69][C:70]2[CH:75]=[CH:74][CH:73]=[CH:72][CH:71]=2)[O:65][C@H:40]([O:41][CH2:42][CH2:43][CH2:44][CH2:45][CH2:46][N:47]([CH2:58][C:59]2[CH:64]=[CH:63][CH:62]=[CH:61][CH:60]=2)[C:48]([O:50][CH2:51][C:52]2[CH:57]=[CH:56][CH:55]=[CH:54][CH:53]=2)=[O:49])[C@H:39]([N:76]=[N+:77]=[N-:78])[C@H:38]1[OH:79])(=[O:3])[CH3:2].[CH3:80][O:81][C@@H:82]1[C@@H:91]([O:92][CH2:93][C:94]2[CH:99]=[CH:98][CH:97]=[CH:96][CH:95]=2)[C@@H:90]([OH:100])[C@@H:89]([CH3:101])[O:88][C@@H:83]1OCC=C.[Si](OS(C(F)(F)F)(=O)=O)(C)(C)C, predict the reaction product. The product is: [C:1]([O:4][C@@H:5]1[C@@H:10]([O:11][CH2:12][C:13]2[CH:18]=[CH:17][CH:16]=[CH:15][CH:14]=2)[C@@H:9]([O:19][CH2:20][C:21]2[CH:22]=[CH:23][CH:24]=[CH:25][CH:26]=2)[C@@H:8]([CH2:27][O:28][CH2:29][C:30]2[CH:35]=[CH:34][CH:33]=[CH:32][CH:31]=2)[O:7][C@H:6]1[O:36][C@@H:37]1[C@@H:66]([CH2:67][O:68][CH2:69][C:70]2[CH:71]=[CH:72][CH:73]=[CH:74][CH:75]=2)[O:65][C@H:40]([O:41][CH2:42][CH2:43][CH2:44][CH2:45][CH2:46][N:47]([CH2:58][C:59]2[CH:64]=[CH:63][CH:62]=[CH:61][CH:60]=2)[C:48]([O:50][CH2:51][C:52]2[CH:57]=[CH:56][CH:55]=[CH:54][CH:53]=2)=[O:49])[C@H:39]([N:76]=[N+:77]=[N-:78])[C@H:38]1[O:79][C@H:83]1[O:88][C@H:89]([CH2:101][O:11][CH2:12][C:13]2[CH:18]=[CH:17][CH:16]=[CH:15][CH:14]=2)[C@H:90]([O:100][CH2:20][C:21]2[CH:22]=[CH:23][CH:24]=[CH:25][CH:26]=2)[C@H:91]([O:92][CH2:93][C:94]2[CH:95]=[CH:96][CH:97]=[CH:98][CH:99]=2)[C@H:82]1[O:81][CH2:80][C:30]1[CH:31]=[CH:32][CH:33]=[CH:34][CH:35]=1)(=[O:3])[CH3:2].